From a dataset of Forward reaction prediction with 1.9M reactions from USPTO patents (1976-2016). Predict the product of the given reaction. (1) Given the reactants [CH3:1][N:2]1[CH2:9][C@H:8]2[N:10]([C:11]([O:13][C:14]([CH3:17])([CH3:16])[CH3:15])=[O:12])[C@H:4]([CH2:5][C:6](OS(C(F)(F)F)(=O)=O)=[CH:7]2)[CH2:3]1.C(N(C(C)C)CC)(C)C.C1(P(C2C=CC=CC=2)C2C=CC=CC=2)C=CC=CC=1, predict the reaction product. The product is: [CH3:1][N:2]1[CH2:9][C@H:8]2[N:10]([C:11]([O:13][C:14]([CH3:17])([CH3:16])[CH3:15])=[O:12])[C@H:4]([CH2:5][C:6]([C:11]([O:13][CH3:14])=[O:12])=[CH:7]2)[CH2:3]1. (2) Given the reactants [Cl:1][C:2]([Cl:28])([Cl:27])[CH2:3][O:4][C:5]([C@@H:7]1[CH2:12][CH2:11][CH2:10][N:9]([C:13]([O:15]C(C)(C)C)=O)[N:8]1C(OC(C)(C)C)=O)=[O:6].FC(F)(F)C(O)=O.[C:36]([O:40][C:41]([NH:43][C@@H:44]([CH2:48][O:49][Si:50]([C:63]([CH3:66])([CH3:65])[CH3:64])([C:57]1[CH:62]=[CH:61][CH:60]=[CH:59][CH:58]=1)[C:51]1[CH:56]=[CH:55][CH:54]=[CH:53][CH:52]=1)C(O)=O)=[O:42])([CH3:39])([CH3:38])[CH3:37].C(N(CC)C(C)C)(C)C.C[NH3+].F[P-](F)(F)(F)(F)F.N1(OC(N(C)C)=[N+](C)C)C2N=CC=CC=2N=N1.F[P-](F)(F)(F)(F)F, predict the reaction product. The product is: [Cl:28][C:2]([Cl:1])([Cl:27])[CH2:3][O:4][C:5]([C@@H:7]1[CH2:12][CH2:11][CH2:10][N:9]([C:13](=[O:15])[C@@H:44]([NH:43][C:41]([O:40][C:36]([CH3:39])([CH3:38])[CH3:37])=[O:42])[CH2:48][O:49][Si:50]([C:63]([CH3:66])([CH3:65])[CH3:64])([C:57]2[CH:58]=[CH:59][CH:60]=[CH:61][CH:62]=2)[C:51]2[CH:56]=[CH:55][CH:54]=[CH:53][CH:52]=2)[NH:8]1)=[O:6].